This data is from NCI-60 drug combinations with 297,098 pairs across 59 cell lines. The task is: Regression. Given two drug SMILES strings and cell line genomic features, predict the synergy score measuring deviation from expected non-interaction effect. Drug 1: CC12CCC(CC1=CCC3C2CCC4(C3CC=C4C5=CN=CC=C5)C)O. Drug 2: C(CC(=O)O)C(=O)CN.Cl. Cell line: UO-31. Synergy scores: CSS=20.9, Synergy_ZIP=13.6, Synergy_Bliss=13.4, Synergy_Loewe=5.71, Synergy_HSA=13.2.